Dataset: Catalyst prediction with 721,799 reactions and 888 catalyst types from USPTO. Task: Predict which catalyst facilitates the given reaction. (1) Reactant: [I:1][C:2]1[CH:7]=[CH:6][CH:5]=[CH:4][C:3]=1[NH2:8].[C:9](O)(=[O:13])[C:10]#[C:11][CH3:12].C1(N=C=NC2CCCCC2)CCCCC1. Product: [I:1][C:2]1[CH:7]=[CH:6][CH:5]=[CH:4][C:3]=1[NH:8][C:9](=[O:13])[C:10]#[C:11][CH3:12]. The catalyst class is: 4. (2) Reactant: [OH:1][CH:2]([C:7]1[C:8]([I:18])=[C:9]2[CH:16]=[CH:15][N:14]([CH3:17])[C:10]2=[N:11][C:12]=1[CH3:13])[C:3]([O:5][CH3:6])=[O:4].CC(OI1(OC(C)=O)(OC(C)=O)OC(=O)C2C=CC=CC1=2)=O.[O-]S([O-])(=S)=O.[Na+].[Na+].C(OCC)(=O)C. Product: [I:18][C:8]1[C:7]([C:2](=[O:1])[C:3]([O:5][CH3:6])=[O:4])=[C:12]([CH3:13])[N:11]=[C:10]2[N:14]([CH3:17])[CH:15]=[CH:16][C:9]=12. The catalyst class is: 4. (3) Reactant: [CH2:1]([N:4]([C:18](=[O:30])[CH2:19][CH:20]1[CH2:25][CH2:24][N:23]([S:26]([CH3:29])(=[O:28])=[O:27])[CH2:22][CH2:21]1)[CH:5]1[CH2:10][CH2:9][N:8](C(OC(C)(C)C)=O)[CH2:7][CH2:6]1)[CH:2]=[CH2:3].C(Cl)[Cl:32]. Product: [ClH:32].[CH2:1]([N:4]([CH:5]1[CH2:10][CH2:9][NH:8][CH2:7][CH2:6]1)[C:18](=[O:30])[CH2:19][CH:20]1[CH2:25][CH2:24][N:23]([S:26]([CH3:29])(=[O:27])=[O:28])[CH2:22][CH2:21]1)[CH:2]=[CH2:3]. The catalyst class is: 33. (4) Reactant: [CH:1]1([C:6]([C:17]2[CH:22]=[CH:21][CH:20]=[CH:19][CH:18]=2)([OH:16])[C:7]([O:9][CH:10]2[CH2:14][CH2:13][N:12]([CH3:15])[CH2:11]2)=[O:8])[CH2:5][CH2:4][CH2:3][CH2:2]1.[Br:23][CH2:24][C:25]([O:27][CH3:28])=[O:26].C(OCC)C. Product: [Br-:23].[CH:1]1([C:6]([C:17]2[CH:22]=[CH:21][CH:20]=[CH:19][CH:18]=2)([OH:16])[C:7]([O:9][CH:10]2[CH2:14][CH2:13][N+:12]([CH2:24][C:25]([O:27][CH3:28])=[O:26])([CH3:15])[CH2:11]2)=[O:8])[CH2:5][CH2:4][CH2:3][CH2:2]1. The catalyst class is: 291.